Task: Predict the reactants needed to synthesize the given product.. Dataset: Full USPTO retrosynthesis dataset with 1.9M reactions from patents (1976-2016) (1) Given the product [F:33][C:34]1[CH:35]=[CH:36][C:37]([C:38](/[N:40]=[C:41]2\[NH:25][C:15]3[CH:16]=[CH:17][C:18]([N:20]4[CH:24]=[N:23][CH:22]=[N:21]4)=[CH:19][C:14]=3[N:13]\2[C@H:10]2[CH2:11][CH2:12][C@@H:7]([C:5](=[O:6])[NH:4][CH:1]([CH3:3])[CH3:2])[CH2:8][CH2:9]2)=[O:39])=[CH:43][CH:44]=1, predict the reactants needed to synthesize it. The reactants are: [CH:1]([NH:4][C:5]([C@H:7]1[CH2:12][CH2:11][C@@H:10]([NH:13][C:14]2[CH:19]=[C:18]([N:20]3[CH:24]=[N:23][CH:22]=[N:21]3)[CH:17]=[CH:16][C:15]=2[N+:25]([O-])=O)[CH2:9][CH2:8]1)=[O:6])([CH3:3])[CH3:2].O.O.[Sn](Cl)Cl.[F:33][C:34]1[CH:44]=[CH:43][C:37]([C:38]([N:40]=[C:41]=S)=[O:39])=[CH:36][CH:35]=1.CCN(C(C)C)C(C)C.C(Cl)CCl. (2) Given the product [CH3:67][Si:64]([CH3:65])([CH3:66])[CH2:63][CH2:62][O:61][CH2:60][N:34]([CH2:33][O:32][CH2:31][CH2:30][Si:29]([CH3:28])([CH3:69])[CH3:68])[C:35]1[N:40]2[N:41]=[CH:42][C:43]([C:5]3[CH:4]=[N:3][C:2]([Cl:1])=[CH:7][CH:6]=3)=[C:39]2[N:38]=[C:37]([CH:45]2[CH2:51][CH:50]3[N:52]([C:53]([O:55][C:56]([CH3:59])([CH3:58])[CH3:57])=[O:54])[CH:47]([CH2:48][CH2:49]3)[CH2:46]2)[CH:36]=1, predict the reactants needed to synthesize it. The reactants are: [Cl:1][C:2]1[CH:7]=[CH:6][C:5](B2OC(C)(C)C(C)(C)O2)=[CH:4][N:3]=1.[O-]P([O-])([O-])=O.[K+].[K+].[K+].C(Cl)Cl.[CH3:28][Si:29]([CH3:69])([CH3:68])[CH2:30][CH2:31][O:32][CH2:33][N:34]([CH2:60][O:61][CH2:62][CH2:63][Si:64]([CH3:67])([CH3:66])[CH3:65])[C:35]1[N:40]2[N:41]=[CH:42][C:43](I)=[C:39]2[N:38]=[C:37]([CH:45]2[CH2:51][CH:50]3[N:52]([C:53]([O:55][C:56]([CH3:59])([CH3:58])[CH3:57])=[O:54])[CH:47]([CH2:48][CH2:49]3)[CH2:46]2)[CH:36]=1.